Task: Predict the reactants needed to synthesize the given product.. Dataset: Full USPTO retrosynthesis dataset with 1.9M reactions from patents (1976-2016) (1) Given the product [CH2:5]([O:7][P:8]([C@H:13]([NH:24][C:25]([O:27][CH2:28][C:29]([Cl:32])([Cl:31])[Cl:30])=[O:26])[CH2:14][C:15](=[O:16])[C:17]1[CH:22]=[CH:21][C:20]([CH3:1])=[CH:19][CH:18]=1)(=[O:12])[O:9][CH2:10][CH3:11])[CH3:6], predict the reactants needed to synthesize it. The reactants are: [CH:1](Cl)(Cl)Cl.[CH2:5]([O:7][P:8]([C@H:13]([NH:24][C:25]([O:27][CH2:28][C:29]([Cl:32])([Cl:31])[Cl:30])=[O:26])[CH2:14][C:15]([C:17]1[CH:22]=[CH:21][C:20](Cl)=[CH:19][CH:18]=1)=[O:16])(=[O:12])[O:9][CH2:10][CH3:11])[CH3:6]. (2) Given the product [C:10]([O:14][C:15]([O:1][C:2]1[CH:9]=[CH:8][C:5]([CH:6]=[O:7])=[CH:4][CH:3]=1)=[O:16])([CH3:13])([CH3:12])[CH3:11], predict the reactants needed to synthesize it. The reactants are: [OH:1][C:2]1[CH:9]=[CH:8][C:5]([CH:6]=[O:7])=[CH:4][CH:3]=1.[C:10]([O:14][C:15](O[C:15]([O:14][C:10]([CH3:13])([CH3:12])[CH3:11])=[O:16])=[O:16])([CH3:13])([CH3:12])[CH3:11].C([O-])([O-])=O.[Na+].[Na+].